Dataset: Reaction yield outcomes from USPTO patents with 853,638 reactions. Task: Predict the reaction yield, written as a fraction of the theoretical maximum amount of product (1.0 means a 100% yield; for example, 0.34 means a 34% yield). The reactants are Br[C:2]1[C:3]([NH2:22])=[N:4][CH:5]=[C:6]([C:8]2[CH:13]=[CH:12][C:11]([O:14][Si:15]([C:18]([CH3:21])([CH3:20])[CH3:19])([CH3:17])[CH3:16])=[CH:10][CH:9]=2)[N:7]=1.[CH:23]1[C:32]2[C:27](=[CH:28][CH:29]=[CH:30][CH:31]=2)[CH:26]=[CH:25][C:24]=1B(O)O.C([O-])([O-])=O.[Na+].[Na+].O. The catalyst is C1(C)C=CC=CC=1.C(O)C.Cl[Pd](Cl)([P](C1C=CC=CC=1)(C1C=CC=CC=1)C1C=CC=CC=1)[P](C1C=CC=CC=1)(C1C=CC=CC=1)C1C=CC=CC=1. The product is [Si:15]([O:14][C:11]1[CH:12]=[CH:13][C:8]([C:6]2[N:7]=[C:2]([C:25]3[CH:24]=[CH:23][C:32]4[C:27](=[CH:28][CH:29]=[CH:30][CH:31]=4)[CH:26]=3)[C:3]([NH2:22])=[N:4][CH:5]=2)=[CH:9][CH:10]=1)([C:18]([CH3:21])([CH3:20])[CH3:19])([CH3:17])[CH3:16]. The yield is 0.922.